Predict which catalyst facilitates the given reaction. From a dataset of Catalyst prediction with 721,799 reactions and 888 catalyst types from USPTO. (1) Reactant: [Si]([O:18][C:19]1[CH:49]=[CH:48][C:22]([O:23][CH2:24][C@@H:25]([OH:47])[CH2:26][NH:27][CH2:28][CH2:29][C:30]2[CH:35]=[CH:34][C:33]([S:36][CH2:37][C:38]3[N:42]=[C:41]([C:43]([CH3:46])([CH3:45])[CH3:44])[O:40][N:39]=3)=[CH:32][CH:31]=2)=[CH:21][CH:20]=1)(C(C)(C)C)(C1C=CC=CC=1)C1C=CC=CC=1.CCCC[N+](CCCC)(CCCC)CCCC.[F-]. Product: [C:43]([C:41]1[O:40][N:39]=[C:38]([CH2:37][S:36][C:33]2[CH:32]=[CH:31][C:30]([CH2:29][CH2:28][NH:27][CH2:26][C@H:25]([OH:47])[CH2:24][O:23][C:22]3[CH:48]=[CH:49][C:19]([OH:18])=[CH:20][CH:21]=3)=[CH:35][CH:34]=2)[N:42]=1)([CH3:46])([CH3:44])[CH3:45]. The catalyst class is: 683. (2) Reactant: [NH2:1][C:2]1[CH:7]=[CH:6][CH:5]=[CH:4][CH:3]=1.[C:8](O[C:8]([O:10][C:11]([CH3:14])([CH3:13])[CH3:12])=[O:9])([O:10][C:11]([CH3:14])([CH3:13])[CH3:12])=[O:9]. Product: [C:2]1([NH:1][C:8](=[O:9])[O:10][C:11]([CH3:14])([CH3:13])[CH3:12])[CH:7]=[CH:6][CH:5]=[CH:4][CH:3]=1. The catalyst class is: 7.